Dataset: Full USPTO retrosynthesis dataset with 1.9M reactions from patents (1976-2016). Task: Predict the reactants needed to synthesize the given product. (1) Given the product [ClH:1].[Cl:1][C:2]1[CH:3]=[CH:4][C:5]([O:26][CH2:27][CH:28]([CH3:30])[CH3:29])=[C:6]([CH2:8][N:9]2[C:13]([CH3:14])=[CH:12][C:11]([NH:15][C:16](=[O:25])[C:17]3[CH:22]=[CH:21][C:20]([CH2:23][N:40]4[CH2:39][CH2:38][NH:37][C:36](=[O:35])[CH2:41]4)=[CH:19][CH:18]=3)=[N:10]2)[CH:7]=1, predict the reactants needed to synthesize it. The reactants are: [Cl:1][C:2]1[CH:3]=[CH:4][C:5]([O:26][CH2:27][CH:28]([CH3:30])[CH3:29])=[C:6]([CH2:8][N:9]2[C:13]([CH3:14])=[CH:12][C:11]([NH:15][C:16](=[O:25])[C:17]3[CH:22]=[CH:21][C:20]([CH:23]=O)=[CH:19][CH:18]=3)=[N:10]2)[CH:7]=1.C(O)(=O)C.[O:35]=[C:36]1[CH2:41][NH:40][CH2:39][CH2:38][NH:37]1.C(O[BH-](OC(=O)C)OC(=O)C)(=O)C.[Na+]. (2) Given the product [Cl:33][C:34]1[N:39]=[CH:38][C:37]([NH:40][C:22]2[CH:21]=[C:20]([C:18]3[N:19]=[C:14]([N:11]4[CH2:12][CH2:13][NH:8][CH2:9][CH2:10]4)[C:15]4[C:30]([O:31][CH3:32])=[CH:29][N:28]=[CH:27][C:16]=4[N:17]=3)[CH:25]=[CH:24][N:23]=2)=[CH:36][CH:35]=1, predict the reactants needed to synthesize it. The reactants are: C(OC([N:8]1[CH2:13][CH2:12][N:11]([C:14]2[C:15]3[C:30]([O:31][CH3:32])=[CH:29][N:28]=[CH:27][C:16]=3[N:17]=[C:18]([C:20]3[CH:25]=[CH:24][N:23]=[C:22](Cl)[CH:21]=3)[N:19]=2)[CH2:10][CH2:9]1)=O)(C)(C)C.[Cl:33][C:34]1[N:39]=[CH:38][C:37]([NH2:40])=[CH:36][CH:35]=1. (3) Given the product [CH:1]1([C:15]([O:17][CH3:18])=[O:16])[CH2:6][CH2:5][CH:4]([C:7]([O:9][CH3:10])=[O:8])[CH2:3][CH:2]1[C:11]([O:13][CH3:14])=[O:12], predict the reactants needed to synthesize it. The reactants are: [CH:1]1([C:15]([O:17][CH3:18])=[O:16])[CH:6]=[CH:5][CH:4]([C:7]([O:9][CH3:10])=[O:8])[CH2:3][CH:2]1[C:11]([O:13][CH3:14])=[O:12].[H][H].